From a dataset of Full USPTO retrosynthesis dataset with 1.9M reactions from patents (1976-2016). Predict the reactants needed to synthesize the given product. (1) The reactants are: [CH:1]([N:4]1[CH:12]=[N:11][C:10]2[C:5]1=[N:6][C:7]([CH:20]1[CH2:25][CH2:24][CH2:23][N:22](C(OC(C)(C)C)=O)[CH2:21]1)=[N:8][C:9]=2[NH:13][C:14]1[CH:15]=[N:16][N:17]([CH3:19])[CH:18]=1)([CH3:3])[CH3:2].C(O)(C(F)(F)F)=O. Given the product [CH:1]([N:4]1[CH:12]=[N:11][C:10]2[C:5]1=[N:6][C:7]([CH:20]1[CH2:25][CH2:24][CH2:23][NH:22][CH2:21]1)=[N:8][C:9]=2[NH:13][C:14]1[CH:15]=[N:16][N:17]([CH3:19])[CH:18]=1)([CH3:3])[CH3:2], predict the reactants needed to synthesize it. (2) Given the product [OH:43][C@H:14]1[CH2:13][CH2:12][C@@:11]2([CH3:27])[C@@H:16]([CH2:17][CH2:18][C@:19]3([CH3:20])[C@@H:10]2[CH2:9][CH2:8][C@H:7]2[C@@:2]3([CH3:1])[CH2:3][CH2:4][C@@:5]3([C:34]([N:36]4[CH2:37][CH2:38][CH2:39][CH2:40][CH2:41]4)=[O:35])[CH2:30][CH2:29][C@@H:28]([C:31]([CH3:33])=[CH2:32])[C@@H:6]32)[C:15]1([CH3:21])[CH3:22], predict the reactants needed to synthesize it. The reactants are: [CH3:1][C@:2]12[C@@:19]3([CH3:20])[C@@H:10]([C@@:11]4([CH3:27])[C@H:16]([CH2:17][CH2:18]3)[C:15]([CH3:22])([CH3:21])[C@H:14](CC([O-])=O)[CH2:13][CH2:12]4)[CH2:9][CH2:8][C@@H:7]1[C@H:6]1[C@H:28]([C:31]([CH3:33])=[CH2:32])[CH2:29][CH2:30][C@:5]1([C:34]([N:36]1[CH2:41][CH2:40][CH2:39][CH2:38][CH2:37]1)=[O:35])[CH2:4][CH2:3]2.C(=O)([O-])[O-:43].[K+].[K+]. (3) Given the product [NH2:1][C:2]1[CH:10]=[C:9]([O:11][CH3:12])[CH:8]=[CH:7][C:3]=1[C:4]([NH2:15])=[O:5], predict the reactants needed to synthesize it. The reactants are: [NH2:1][C:2]1[CH:10]=[C:9]([O:11][CH3:12])[CH:8]=[CH:7][C:3]=1[C:4](O)=[O:5].CC[N:15]=C=NCCCN(C)C.C1C=CC2N(O)N=NC=2C=1.CN1CCOCC1.[NH4+].[OH-]. (4) Given the product [Cl:1][CH2:2][CH2:3][O:4][C:5]1[CH:6]=[C:7]2[C:12](=[CH:13][CH:14]=1)[N:11]=[CH:10][N:9]([C:15]1[CH:16]=[C:17]([CH:21]=[CH:22][C:23]=1[CH3:24])[C:18]([NH:35][O:30][CH2:26][CH3:27])=[O:20])[C:8]2=[O:25], predict the reactants needed to synthesize it. The reactants are: [Cl:1][CH2:2][CH2:3][O:4][C:5]1[CH:6]=[C:7]2[C:12](=[CH:13][CH:14]=1)[N:11]=[CH:10][N:9]([C:15]1[CH:16]=[C:17]([CH:21]=[CH:22][C:23]=1[CH3:24])[C:18]([OH:20])=O)[C:8]2=[O:25].[C:26](Cl)(=[O:30])[C:27](Cl)=O.Cl.C([NH:35]O)C.C(N(CC)C(C)C)(C)C. (5) Given the product [F:15][C:14]1[CH:13]=[CH:12][C:11]2[NH:10][CH:9]([C:16]3[CH:21]=[CH:20][CH:19]=[C:18]([N:22]4[CH2:23][CH2:24][O:25][CH2:26][CH2:27]4)[CH:17]=3)[C:8]([CH3:29])([CH3:28])[CH2:7][C:6]=2[C:5]=1[C:3]([OH:4])=[O:2], predict the reactants needed to synthesize it. The reactants are: C[O:2][C:3]([C:5]1[C:6]2[CH2:7][C:8]([CH3:29])([CH3:28])[CH:9]([C:16]3[CH:21]=[CH:20][CH:19]=[C:18]([N:22]4[CH2:27][CH2:26][O:25][CH2:24][CH2:23]4)[CH:17]=3)[NH:10][C:11]=2[CH:12]=[CH:13][C:14]=1[F:15])=[O:4].[OH-].[Na+].Cl. (6) The reactants are: [NH2:1][C:2]1[S:3][C:4]([CH3:7])=[CH:5][N:6]=1.[C:8]([NH:15][CH2:16][CH2:17][CH2:18]Br)([O:10][C:11]([CH3:14])([CH3:13])[CH3:12])=[O:9]. Given the product [NH:1]=[C:2]1[N:6]([CH2:18][CH2:17][CH2:16][NH:15][C:8](=[O:9])[O:10][C:11]([CH3:14])([CH3:13])[CH3:12])[CH:5]=[C:4]([CH3:7])[S:3]1, predict the reactants needed to synthesize it.